This data is from Full USPTO retrosynthesis dataset with 1.9M reactions from patents (1976-2016). The task is: Predict the reactants needed to synthesize the given product. (1) Given the product [C:1]([O:5][C:6]([N:8]([CH3:22])[CH:9]1[CH:13]([O:14][CH3:27])[CH2:12][N:11]([C:15]([O:17][C:18]([CH3:21])([CH3:20])[CH3:19])=[O:16])[CH2:10]1)=[O:7])([CH3:4])([CH3:3])[CH3:2], predict the reactants needed to synthesize it. The reactants are: [C:1]([O:5][C:6]([N:8]([CH3:22])[CH:9]1[CH:13]([OH:14])[CH2:12][N:11]([C:15]([O:17][C:18]([CH3:21])([CH3:20])[CH3:19])=[O:16])[CH2:10]1)=[O:7])([CH3:4])([CH3:3])[CH3:2].S(OC)(O[CH3:27])(=O)=O. (2) Given the product [Br:1][C:2]1[C:3]([F:11])=[CH:4][C:5]([F:10])=[C:6]([CH:7]([C:17]2[CH:18]=[CH:19][C:14]([O:13][CH3:12])=[CH:15][CH:16]=2)[OH:8])[CH:9]=1, predict the reactants needed to synthesize it. The reactants are: [Br:1][C:2]1[C:3]([F:11])=[CH:4][C:5]([F:10])=[C:6]([CH:9]=1)[CH:7]=[O:8].[CH3:12][O:13][C:14]1[CH:19]=[CH:18][C:17]([Mg]Br)=[CH:16][CH:15]=1.O. (3) Given the product [ClH:35].[N:22]12[CH2:23][CH2:24][CH:25]([CH2:26][CH2:27]1)[C@@H:20]([NH:19][C:17]([C:14]1[O:15][C:16]3[C:8]([C:4]4[CH:3]=[C:2]([NH:1][C:33]([C:32]5[O:28][N:29]=[CH:30][CH:31]=5)=[O:34])[CH:7]=[CH:6][CH:5]=4)=[CH:9][CH:10]=[CH:11][C:12]=3[CH:13]=1)=[O:18])[CH2:21]2, predict the reactants needed to synthesize it. The reactants are: [NH2:1][C:2]1[CH:3]=[C:4]([C:8]2[C:16]3[O:15][C:14]([C:17]([NH:19][C@@H:20]4[CH:25]5[CH2:26][CH2:27][N:22]([CH2:23][CH2:24]5)[CH2:21]4)=[O:18])=[CH:13][C:12]=3[CH:11]=[CH:10][CH:9]=2)[CH:5]=[CH:6][CH:7]=1.[O:28]1[C:32]([C:33]([Cl:35])=[O:34])=[CH:31][CH:30]=[N:29]1. (4) Given the product [C:4]([C:3]1[CH:6]=[CH:7][CH:8]=[CH:9][C:2]=1[C:27]1[CH2:28][CH:29]2[CH:25]([CH:26]=1)[CH2:30][C:42](=[O:43])[CH2:24]2)#[N:5], predict the reactants needed to synthesize it. The reactants are: Br[C:2]1[CH:9]=[CH:8][CH:7]=[CH:6][C:3]=1[C:4]#[N:5].[C:25]1([CH3:30])[CH:26]=[CH:27][CH:28]=[CH:29][C:24]=1P([C:24]1[CH:29]=[CH:28][CH:27]=[CH:26][C:25]=1[CH3:30])[C:24]1[CH:29]=[CH:28][CH:27]=[CH:26][C:25]=1[CH3:30].C(N(CC)CC)C.CN([CH:42]=[O:43])C. (5) Given the product [Br:8][C:5]1[CH:6]=[CH:7][C:2]([C:18]2[C:19]([CH:25]=[O:26])=[CH:20][CH:21]=[C:16]([Cl:15])[CH:17]=2)=[CH:3][CH:4]=1, predict the reactants needed to synthesize it. The reactants are: Br[C:2]1[CH:7]=[CH:6][C:5]([Br:8])=[CH:4][CH:3]=1.C(=O)([O-])[O-].[K+].[K+].[Cl:15][C:16]1[CH:17]=[CH:18][C:19]([CH:25]=[O:26])=[C:20](B(O)O)[CH:21]=1. (6) Given the product [CH:18]1([C:16]([NH:15][C:13]2[N:14]=[C:9]3[CH:8]=[CH:7][C:6]([O:5][C:4]4[CH:3]=[C:2]([NH:1][C:33]([C:25]5[NH:24][C:32]6[C:27]([CH:26]=5)=[CH:28][CH:29]=[CH:30][CH:31]=6)=[O:34])[CH:23]=[CH:22][CH:21]=4)=[N:11][N:10]3[CH:12]=2)=[O:17])[CH2:20][CH2:19]1, predict the reactants needed to synthesize it. The reactants are: [NH2:1][C:2]1[CH:3]=[C:4]([CH:21]=[CH:22][CH:23]=1)[O:5][C:6]1[CH:7]=[CH:8][C:9]2[N:10]([CH:12]=[C:13]([NH:15][C:16]([CH:18]3[CH2:20][CH2:19]3)=[O:17])[N:14]=2)[N:11]=1.[NH:24]1[C:32]2[C:27](=[CH:28][CH:29]=[CH:30][CH:31]=2)[CH:26]=[C:25]1[C:33](O)=[O:34].C(Cl)(=O)C(Cl)=O.O1CCCC1.